Dataset: Forward reaction prediction with 1.9M reactions from USPTO patents (1976-2016). Task: Predict the product of the given reaction. (1) Given the reactants CS(O[CH2:6][CH2:7][CH2:8][C:9]1[N:13]([C:14]2[CH:19]=[CH:18][C:17]([C:20]([NH:22][CH2:23][CH3:24])=[O:21])=[CH:16][CH:15]=2)[N:12]=[N:11][C:10]=1[C:25]([NH:27][CH:28]1[CH2:30][CH2:29]1)=[O:26])(=O)=O.[H-].[Na+], predict the reaction product. The product is: [CH:28]1([N:27]2[CH2:6][CH2:7][CH2:8][C:9]3[N:13]([C:14]4[CH:15]=[CH:16][C:17]([C:20]([NH:22][CH2:23][CH3:24])=[O:21])=[CH:18][CH:19]=4)[N:12]=[N:11][C:10]=3[C:25]2=[O:26])[CH2:29][CH2:30]1. (2) Given the reactants [Cl:1][C:2]1[N:3]=[C:4]([CH3:23])[N:5]([C:16]2[CH:17]=[CH:18][C:19]([CH3:22])=[N:20][CH:21]=2)[C:6]=1[C:7]1[C:12]([F:13])=[CH:11][C:10](F)=[CH:9][C:8]=1[F:15].C[O-].[Na+].[C:27](OCC)(=[O:29])C.O, predict the reaction product. The product is: [Cl:1][C:2]1[N:3]=[C:4]([CH3:23])[N:5]([C:16]2[CH:17]=[CH:18][C:19]([CH3:22])=[N:20][CH:21]=2)[C:6]=1[C:7]1[C:12]([F:13])=[CH:11][C:10]([O:29][CH3:27])=[CH:9][C:8]=1[F:15]. (3) Given the reactants [CH3:1][O:2][C:3]1[CH:4]=[CH:5][C:6]2[C:7]([C:12]=1[CH3:13])=[N+:8]([O-])[O:9][N:10]=2.C1C=CC(P(C2C=CC=CC=2)C2C=CC=CC=2)=CC=1, predict the reaction product. The product is: [CH3:1][O:2][C:3]1[CH:4]=[CH:5][C:6]2=[N:10][O:9][N:8]=[C:7]2[C:12]=1[CH3:13].